This data is from NCI-60 drug combinations with 297,098 pairs across 59 cell lines. The task is: Regression. Given two drug SMILES strings and cell line genomic features, predict the synergy score measuring deviation from expected non-interaction effect. (1) Drug 1: CCN(CC)CCCC(C)NC1=C2C=C(C=CC2=NC3=C1C=CC(=C3)Cl)OC. Drug 2: C(CCl)NC(=O)N(CCCl)N=O. Cell line: SN12C. Synergy scores: CSS=15.9, Synergy_ZIP=0.171, Synergy_Bliss=5.74, Synergy_Loewe=0.610, Synergy_HSA=1.36. (2) Drug 1: CNC(=O)C1=NC=CC(=C1)OC2=CC=C(C=C2)NC(=O)NC3=CC(=C(C=C3)Cl)C(F)(F)F. Drug 2: N.N.Cl[Pt+2]Cl. Cell line: NCIH23. Synergy scores: CSS=50.5, Synergy_ZIP=-2.56, Synergy_Bliss=-5.04, Synergy_Loewe=-26.2, Synergy_HSA=-3.94.